Dataset: Full USPTO retrosynthesis dataset with 1.9M reactions from patents (1976-2016). Task: Predict the reactants needed to synthesize the given product. (1) Given the product [F:27][CH:26]([F:28])[C:23]1([CH2:22][CH2:21][CH2:20][CH2:19][CH2:18][CH2:17][CH2:16][CH2:15][CH2:14][CH2:13][CH2:12][CH2:11][C:8]2([C:6]([OH:7])=[O:5])[CH2:9][CH2:10]2)[CH2:25][CH2:24]1, predict the reactants needed to synthesize it. The reactants are: [OH-].[K+].C([O:5][C:6]([C:8]1([CH2:11][CH2:12][CH2:13][CH2:14][CH2:15][CH2:16][CH2:17][CH2:18][CH2:19][CH2:20][CH2:21][CH2:22][C:23]2([CH:26]([F:28])[F:27])[CH2:25][CH2:24]2)[CH2:10][CH2:9]1)=[O:7])C.Cl. (2) Given the product [NH2:1][C:2]1[CH:3]=[CH:4][C:5]([C:18]2[O:19][CH:20]=[CH:21][CH:22]=2)=[C:6]2[C:10]=1[C:9](=[O:11])[NH:8][CH2:7]2, predict the reactants needed to synthesize it. The reactants are: [NH2:1][C:2]1[CH:3]=[CH:4][C:5](Br)=[C:6]2[C:10]=1[C:9](=[O:11])[NH:8][CH2:7]2.C([Sn](CCCC)(CCCC)[C:18]1[O:19][CH:20]=[CH:21][CH:22]=1)CCC. (3) Given the product [C:1]([C:4]1[CH:8]([CH:9]2[CH2:14][CH2:13][CH2:12][CH2:11][CH2:10]2)[N:7]([C:15]2[CH:20]=[CH:19][C:18]([CH3:21])=[CH:17][CH:16]=2)[C:6](=[O:22])[C:5]=1[NH2:27])(=[O:3])[CH3:2], predict the reactants needed to synthesize it. The reactants are: [C:1]([C:4]1[CH:8]([CH:9]2[CH2:14][CH2:13][CH2:12][CH2:11][CH2:10]2)[N:7]([C:15]2[CH:20]=[CH:19][C:18]([CH3:21])=[CH:17][CH:16]=2)[C:6](=[O:22])[C:5]=1O)(=[O:3])[CH3:2].C([O-])=O.[NH4+:27].O. (4) Given the product [F:1][C:2]1[CH:3]=[CH:4][C:5]([NH:8][CH2:9][CH2:10][N:11]2[C:15](=[O:16])[N:14]([C:17]3[S:18][C:19]([C:23]([N:25]([CH3:36])[CH2:26][C:27]4[CH:28]=[N:29][CH:30]=[CH:31][CH:32]=4)=[O:24])=[C:20]([CH3:22])[N:21]=3)[CH:13]=[N:12]2)=[CH:6][CH:7]=1, predict the reactants needed to synthesize it. The reactants are: [F:1][C:2]1[CH:7]=[CH:6][C:5]([NH:8][CH2:9][CH2:10][N:11]2[C:15](=[O:16])[N:14]([C:17]3[S:18][C:19]([C:23]([NH:25][CH2:26][C:27]4[CH:28]=[N:29][CH:30]=[CH:31][CH:32]=4)=[O:24])=[C:20]([CH3:22])[N:21]=3)[CH:13]=[N:12]2)=[CH:4][CH:3]=1.[H-].[Na+].I[CH3:36]. (5) Given the product [CH2:1]1[C:9]2[C:4](=[CH:5][C:6]([S:10]([NH:13][C:14]3[CH:18]=[CH:17][S:16][C:15]=3[C:19]([OH:21])=[O:20])(=[O:11])=[O:12])=[CH:7][CH:8]=2)[CH2:3][CH2:2]1, predict the reactants needed to synthesize it. The reactants are: [CH2:1]1[C:9]2[C:4](=[CH:5][C:6]([S:10]([NH:13][C:14]3[CH:18]=[CH:17][S:16][C:15]=3[C:19]([O:21]C)=[O:20])(=[O:12])=[O:11])=[CH:7][CH:8]=2)[CH2:3][CH2:2]1.[OH-].[Na+]. (6) Given the product [CH:19]([O:18][C:15]1[CH:16]=[CH:17][C:12]([CH:10]=[O:11])=[CH:13][C:14]=1[CH3:22])([CH3:21])[CH3:20], predict the reactants needed to synthesize it. The reactants are: OC1C=C(C2C=NC=CC=2)OC2(CCN([C:10]([C:12]3[CH:17]=[CH:16][C:15]([O:18][CH:19]([CH3:21])[CH3:20])=[C:14]([CH3:22])[CH:13]=3)=[O:11])CC2)C1.